This data is from Retrosynthesis with 50K atom-mapped reactions and 10 reaction types from USPTO. The task is: Predict the reactants needed to synthesize the given product. (1) Given the product CCCC=Cc1c(-c2ccc(OC(F)F)c(OC3CC3)c2)n(COCC[Si](C)(C)C)c2cnn(COCC[Si](C)(C)C)c(=O)c12, predict the reactants needed to synthesize it. The reactants are: CC(C)(C)[O-].C[Si](C)(C)CCOCn1ncc2c(c(C=O)c(-c3ccc(OC(F)F)c(OC4CC4)c3)n2COCC[Si](C)(C)C)c1=O. (2) Given the product Cc1cc(Cl)ccc1C(C/C(=N\O)c1ccc(=O)n(CCC(=O)O)c1)c1ccc(S(C)(=O)=O)cc1, predict the reactants needed to synthesize it. The reactants are: Cc1cc(Cl)ccc1C(CC(=O)c1ccc(=O)n(CCC(=O)O)c1)c1ccc(S(C)(=O)=O)cc1.NO. (3) Given the product COC(=O)c1ccc(CNC=O)nc1Nc1ccc([Si](C)(C)C)cc1F, predict the reactants needed to synthesize it. The reactants are: COC(=O)c1ccc(CN)nc1Nc1ccc([Si](C)(C)C)cc1F.O=CO. (4) Given the product CC(C)(C)OC(=O)C[C@H](O)C[C@H](O)COC(=O)c1ccccc1, predict the reactants needed to synthesize it. The reactants are: CC(C)(C)OC(=O)CC(=O)C[C@H](O)COC(=O)c1ccccc1. (5) Given the product CCC(=C(c1ccc(O)cc1)c1ccc(OCCNC)cc1)c1ccc2oc(Cl)cc2c1, predict the reactants needed to synthesize it. The reactants are: CCC(=C(c1ccc(O)cc1)c1ccc(OCCCl)cc1)c1ccc2oc(Cl)cc2c1.CN. (6) Given the product CC(C)(C)OC(=O)N1CCC(Oc2cc(F)ccc2Br)CC1, predict the reactants needed to synthesize it. The reactants are: CC(C)(C)OC(=O)N1CCC(OS(C)(=O)=O)CC1.Oc1cc(F)ccc1Br. (7) Given the product CN1CCC(c2c[nH]c3ccc(NC(=O)C4CCCCC4)cc23)CC1, predict the reactants needed to synthesize it. The reactants are: CN1CCC(c2c[nH]c3ccc(N)cc23)CC1.O=C(O)C1CCCCC1.